This data is from Reaction yield outcomes from USPTO patents with 853,638 reactions. The task is: Predict the reaction yield, written as a fraction of the theoretical maximum amount of product (1.0 means a 100% yield; for example, 0.34 means a 34% yield). (1) The reactants are Cl[CH2:2][CH2:3][CH2:4][NH:5][C:6]([C:8]1[CH:9]=[N:10][N:11]2[CH:16]=[CH:15][C:14]([N:17]3[CH2:21][CH2:20][CH2:19][C@@H:18]3[C:22]3[C:23]([OH:29])=[N:24][CH:25]=[C:26]([F:28])[CH:27]=3)=[N:13][C:12]=12)=[O:7].C([O-])([O-])=O.[Cs+].[Cs+]. The catalyst is CN(C=O)C. The product is [F:28][C:26]1[CH:27]=[C:22]2[C:23](=[N:24][CH:25]=1)[O:29][CH2:2][CH2:3][CH2:4][NH:5][C:6](=[O:7])[C:8]1=[C:12]3[N:13]=[C:14]([CH:15]=[CH:16][N:11]3[N:10]=[CH:9]1)[N:17]1[C@@H:18]2[CH2:19][CH2:20][CH2:21]1. The yield is 0.440. (2) The reactants are [C:1]1([C:7]2[CH:8]=[N:9][N:10](C(C3C=CC=CC=3)(C3C=CC=CC=3)C3C=CC=CC=3)[CH:11]=2)[CH:6]=[CH:5][CH:4]=[CH:3][CH:2]=1.[ClH:31]. The catalyst is CCOCC. The product is [ClH:31].[C:1]1([C:7]2[CH:8]=[N:9][NH:10][CH:11]=2)[CH:2]=[CH:3][CH:4]=[CH:5][CH:6]=1. The yield is 0.874. (3) The reactants are [O:1]1[CH:5]=[CH:4][C:3]([NH2:6])=[N:2]1.C[Si]([N-][Si](C)(C)C)(C)C.[Li+].[F:17][C:18]1[CH:23]=[C:22]([N:24]2[C:33]3[C:28](=[CH:29][C:30]([S:34](Cl)(=[O:36])=[O:35])=[CH:31][CH:32]=3)[CH:27]=[CH:26][C:25]2=[O:38])[C:21]([O:39][CH3:40])=[CH:20][C:19]=1[C:41]1[CH:46]=[CH:45][CH:44]=[C:43]([F:47])[CH:42]=1. The catalyst is C1COCC1. The product is [F:17][C:18]1[CH:23]=[C:22]([N:24]2[C:33]3[C:28](=[CH:29][C:30]([S:34]([NH:6][C:3]4[CH:4]=[CH:5][O:1][N:2]=4)(=[O:36])=[O:35])=[CH:31][CH:32]=3)[CH:27]=[CH:26][C:25]2=[O:38])[C:21]([O:39][CH3:40])=[CH:20][C:19]=1[C:41]1[CH:46]=[CH:45][CH:44]=[C:43]([F:47])[CH:42]=1. The yield is 0.136.